From a dataset of Forward reaction prediction with 1.9M reactions from USPTO patents (1976-2016). Predict the product of the given reaction. (1) Given the reactants [O:1]1[CH:5]=[CH:4][C:3]([CH2:6][N:7]2[C:11]3=[N:12][CH:13]=[CH:14][CH:15]=[C:10]3[C:9](N3CCCCC3)=[CH:8]2)=[CH:2]1.[CH2:22]([O:24][C:25](=[O:36])[C:26]1[CH:31]=[C:30]([CH2:32]Br)[CH:29]=[CH:28][C:27]=1[O:34][CH3:35])[CH3:23], predict the reaction product. The product is: [CH2:22]([O:24][C:25](=[O:36])[C:26]1[CH:31]=[C:30]([CH2:32][N:12]2[CH2:13][CH2:14][CH:15]([C:9]3[C:10]4[C:11](=[N:12][CH:13]=[CH:14][CH:15]=4)[N:7]([CH2:6][C:3]4[CH:4]=[CH:5][O:1][CH:2]=4)[CH:8]=3)[CH2:10][CH2:11]2)[CH:29]=[CH:28][C:27]=1[O:34][CH3:35])[CH3:23]. (2) Given the reactants [C:1]([O:4][C@@H:5]1[C@@H:18]([O:19][C:20](=[O:22])[CH3:21])[C@H:17]([O:23][C:24](=[O:26])[CH3:25])[CH2:16][S:15][C@H:6]1[O:7][C:8]1[CH:9]=[N:10][CH:11]=[CH:12][C:13]=1Br)(=[O:3])[CH3:2].[CH3:27][C:28]1[C:32](B(O)O)=[C:31]([CH3:36])[O:30][N:29]=1, predict the reaction product. The product is: [C:1]([O:4][C@@H:5]1[C@@H:18]([O:19][C:20](=[O:22])[CH3:21])[C@H:17]([O:23][C:24](=[O:26])[CH3:25])[CH2:16][S:15][C@H:6]1[O:7][C:8]1[CH:9]=[N:10][CH:11]=[CH:12][C:13]=1[C:32]1[C:28]([CH3:27])=[N:29][O:30][C:31]=1[CH3:36])(=[O:3])[CH3:2]. (3) Given the reactants C(O[C:4](=[O:19])[C@@H:5]([NH2:18])[C@@H:6]([C:8]1[CH:13]=[CH:12][C:11]([S:14]([CH3:17])(=[O:16])=[O:15])=[CH:10][CH:9]=1)[OH:7])C.[BH4-].[K+].Cl.[OH-].[Na+].N[C@H](CO)[C@@H:27]([C:29]1[CH:34]=[CH:33][C:32](S(C)(=O)=O)=[CH:31][CH:30]=1)O.Cl.C(OC(C1C=CC=CC=1)=N)C, predict the reaction product. The product is: [CH3:17][S:14]([C:11]1[CH:10]=[CH:9][C:8]([C@H:6]2[O:7][C:27]([C:29]3[CH:34]=[CH:33][CH:32]=[CH:31][CH:30]=3)=[N:18][C@@H:5]2[CH2:4][OH:19])=[CH:13][CH:12]=1)(=[O:15])=[O:16]. (4) Given the reactants [Br:1][CH2:2][C:3]([C:5]1[CH:9]=[CH:8][S:7][CH:6]=1)=[O:4].[C:10]1([CH:16]([N:28]2[CH2:33][CH2:32][CH2:31][CH2:30][CH2:29]2)[C:17]([O:19][C@@H:20]2[CH:25]3[CH2:26][CH2:27][N:22]([CH2:23][CH2:24]3)[CH2:21]2)=[O:18])[CH:15]=[CH:14][CH:13]=[CH:12][CH:11]=1.CCOCC, predict the reaction product. The product is: [Br-:1].[O:4]=[C:3]([C:5]1[CH:9]=[CH:8][S:7][CH:6]=1)[CH2:2][N+:22]12[CH2:23][CH2:24][CH:25]([CH2:26][CH2:27]1)[C@@H:20]([O:19][C:17](=[O:18])[CH:16]([C:10]1[CH:11]=[CH:12][CH:13]=[CH:14][CH:15]=1)[N:28]1[CH2:29][CH2:30][CH2:31][CH2:32][CH2:33]1)[CH2:21]2.